From a dataset of Tyrosyl-DNA phosphodiesterase HTS with 341,365 compounds. Binary Classification. Given a drug SMILES string, predict its activity (active/inactive) in a high-throughput screening assay against a specified biological target. (1) The drug is S(c1nc(N)c(c(c2ccc(OC)cc2)c1C#N)C#N)CC(OCC)=O. The result is 0 (inactive). (2) The result is 0 (inactive). The compound is s1c(CC(=O)N\N=C\C=C/c2c([N+]([O-])=O)cccc2)ccc1. (3) The molecule is S(=O)(=O)(N(CC)CC)c1ccc(cc1)C(=O)NC=1CCSC1C(OC)=O. The result is 0 (inactive). (4) The result is 0 (inactive). The drug is Clc1ccc(CN2CC(CCC2=O)C(=O)N2CCC(CC2)C)cc1.